Task: Regression. Given a peptide amino acid sequence and an MHC pseudo amino acid sequence, predict their binding affinity value. This is MHC class II binding data.. Dataset: Peptide-MHC class II binding affinity with 134,281 pairs from IEDB The peptide sequence is ERRNKYLEEHPSAGK. The MHC is DRB1_0301 with pseudo-sequence DRB1_0301. The binding affinity (normalized) is 0.0403.